This data is from Full USPTO retrosynthesis dataset with 1.9M reactions from patents (1976-2016). The task is: Predict the reactants needed to synthesize the given product. (1) Given the product [CH2:15]([C:7]1([CH2:17][CH3:18])[CH2:6][C:5]([CH3:20])([CH3:19])[C:4]2[C:9](=[C:10]([CH:12]([CH3:14])[CH3:13])[CH:11]=[C:2]([C:38]#[C:37][Si:34]([CH3:36])([CH3:35])[CH3:33])[CH:3]=2)[O:8]1)[CH3:16], predict the reactants needed to synthesize it. The reactants are: Br[C:2]1[CH:3]=[C:4]2[C:9](=[C:10]([CH:12]([CH3:14])[CH3:13])[CH:11]=1)[O:8][C:7]([CH2:17][CH3:18])([CH2:15][CH3:16])[CH2:6][C:5]2([CH3:20])[CH3:19].C(N(CC)CC)C.O1CCCC1.[CH3:33][Si:34]([C:37]#[CH:38])([CH3:36])[CH3:35]. (2) Given the product [Br:1][C:2]1[CH:3]=[C:4]([C:8]2[NH:9][C:10]3[C:15]([C:16]=2[C:24]([F:30])([F:29])[F:23])=[CH:14][CH:13]=[CH:12][CH:11]=3)[CH:5]=[N:6][CH:7]=1, predict the reactants needed to synthesize it. The reactants are: [Br:1][C:2]1[CH:3]=[C:4]([C:8]2[NH:9][C:10]3[C:15]([CH:16]=2)=[CH:14][CH:13]=[CH:12][CH:11]=3)[CH:5]=[N:6][CH:7]=1.C(=O)([O-])[O-].[K+].[K+].[F:23][C:24]([F:30])([F:29])S([O-])(=O)=O.[F:23][C:24]([F:30])([F:29])[S+]1C2C=CC=CC=2C2C=CC=CC1=2. (3) Given the product [C:17]([C:14]1[CH:13]=[CH:12][C:11]([C:8]2[CH:9]=[CH:10][C:5]([C:1]([CH3:4])([CH3:3])[CH3:2])=[CH:6][CH:7]=2)=[C:16]([N+:32]([O-:34])=[O:33])[CH:15]=1)([CH3:20])([CH3:19])[CH3:18], predict the reactants needed to synthesize it. The reactants are: [C:1]([C:5]1[CH:10]=[CH:9][C:8]([C:11]2[CH:16]=[CH:15][C:14]([C:17]([CH3:20])([CH3:19])[CH3:18])=[CH:13][CH:12]=2)=[CH:7][CH:6]=1)([CH3:4])([CH3:3])[CH3:2].C(OC(=O)C)(=O)C.C(O)(=O)C.[N+:32]([O-])([OH:34])=[O:33]. (4) Given the product [CH:13]1([C@H:17]([NH:19][C:20]2[N:28]=[C:27]([C:29]([NH:52][NH2:53])=[O:31])[N:26]=[C:25]3[C:21]=2[N:22]([CH2:44][C@H:45]2[CH2:46][CH2:47][C@H:48]([CH3:51])[CH2:49][CH2:50]2)[C:23]([N:32]2[CH2:37][CH2:36][O:35][CH2:34][C@H:33]2[C:38]2[CH:43]=[CH:42][CH:41]=[CH:40][CH:39]=2)=[N:24]3)[CH3:18])[CH2:14][CH2:15][CH2:16]1, predict the reactants needed to synthesize it. The reactants are: C1N=CN(C(N2C=NC=C2)=O)C=1.[CH:13]1([C@H:17]([NH:19][C:20]2[N:28]=[C:27]([C:29]([OH:31])=O)[N:26]=[C:25]3[C:21]=2[N:22]([CH2:44][C@H:45]2[CH2:50][CH2:49][C@H:48]([CH3:51])[CH2:47][CH2:46]2)[C:23]([N:32]2[CH2:37][CH2:36][O:35][CH2:34][C@H:33]2[C:38]2[CH:43]=[CH:42][CH:41]=[CH:40][CH:39]=2)=[N:24]3)[CH3:18])[CH2:16][CH2:15][CH2:14]1.[NH2:52][NH2:53]. (5) Given the product [CH3:1][C@@H:2]([O:14][CH2:15][P:16]([O:18][CH2:19][O:20][C:21]([O:23][CH:24]([CH3:26])[CH3:25])=[O:22])([O:27][CH2:28][O:29][C:30]([O:32][CH:33]([CH3:34])[CH3:35])=[O:31])=[O:17])[CH2:3][N:4]1[C:8]2[N:9]=[CH:10][N:11]=[C:12]([NH2:13])[C:7]=2[N:6]=[CH:5]1, predict the reactants needed to synthesize it. The reactants are: [CH3:1][C@@H:2]([O:14][CH2:15][P:16]([O:27][CH2:28][O:29][C:30]([O:32][CH:33]([CH3:35])[CH3:34])=[O:31])([O:18][CH2:19][O:20][C:21]([O:23][CH:24]([CH3:26])[CH3:25])=[O:22])=[O:17])[CH2:3][N:4]1[C:8]2[N:9]=[CH:10][N:11]=[C:12]([NH2:13])[C:7]=2[N:6]=[CH:5]1.C(/C(O)=O)=C\C(O)=O. (6) Given the product [ClH:17].[Cl:17][C:8]1[C:7]2[C:12](=[CH:13][C:4]([N+:1]([O-:3])=[O:2])=[CH:5][CH:6]=2)[N:11]=[CH:10][N:9]=1, predict the reactants needed to synthesize it. The reactants are: [N+:1]([C:4]1[CH:13]=[C:12]2[C:7]([C:8](=O)[NH:9][CH:10]=[N:11]2)=[CH:6][CH:5]=1)([O-:3])=[O:2].S(Cl)([Cl:17])=O. (7) Given the product [CH:22]1[C:17]2[C:16]3[CH:23]=[CH:24][CH:25]=[CH:26][C:15]=3[CH:14]=[CH:13][C:12](=[CH:11][C:10]([NH:9][CH2:8][CH2:7][CH2:6][CH2:5][CH2:4][C:3]([OH:28])=[O:2])=[O:27])[C:18]=2[CH:19]=[CH:20][CH:21]=1, predict the reactants needed to synthesize it. The reactants are: C[O:2][C:3](=[O:28])[CH2:4][CH2:5][CH2:6][CH2:7][CH2:8][NH:9][C:10](=[O:27])[CH:11]=[C:12]1[C:18]2[CH:19]=[CH:20][CH:21]=[CH:22][C:17]=2[C:16]2[CH:23]=[CH:24][CH:25]=[CH:26][C:15]=2[CH:14]=[CH:13]1.CO.[Li+].[OH-].Cl. (8) The reactants are: [C:1]([C:5]1[CH:30]=[C:8]2[N:9]=[C:10]([CH3:29])[C:11]([CH:20]([CH:25]([CH3:28])[CH2:26][CH3:27])[C:21]([O:23]C)=[O:22])=[C:12]([C:13]3[CH:18]=[CH:17][C:16]([CH3:19])=[CH:15][CH:14]=3)[N:7]2[N:6]=1)([CH3:4])([CH3:3])[CH3:2].[OH-].[Na+]. Given the product [C:1]([C:5]1[CH:30]=[C:8]2[N:9]=[C:10]([CH3:29])[C:11]([CH:20]([CH:25]([CH3:28])[CH2:26][CH3:27])[C:21]([OH:23])=[O:22])=[C:12]([C:13]3[CH:18]=[CH:17][C:16]([CH3:19])=[CH:15][CH:14]=3)[N:7]2[N:6]=1)([CH3:2])([CH3:3])[CH3:4], predict the reactants needed to synthesize it. (9) Given the product [CH3:1][C:2]1[CH:3]=[CH:4][C:5]([O:10][CH2:22][C:21]2[CH:24]=[CH:25][C:18]([F:17])=[CH:19][CH:20]=2)=[C:6]([CH:9]=1)[CH:7]=[O:8], predict the reactants needed to synthesize it. The reactants are: [CH3:1][C:2]1[CH:3]=[CH:4][C:5]([OH:10])=[C:6]([CH:9]=1)[CH:7]=[O:8].C([O-])([O-])=O.[K+].[K+].[F:17][C:18]1[CH:25]=[CH:24][C:21]([CH2:22]Br)=[CH:20][CH:19]=1. (10) Given the product [F:28][C:29]1[CH:34]=[CH:33][C:32]([C:35]2[CH:40]=[C:39]([O:41][CH3:42])[C:38]([CH2:43][N:17]3[CH2:18][C:15]4([CH2:26][C:12]([N:9]5[CH2:8][CH2:7][C:6]([CH3:27])([C:4]([O:3][CH2:1][CH3:2])=[O:5])[CH2:11][CH2:10]5)=[N:13][O:14]4)[CH2:16]3)=[CH:37][C:36]=2[C:45]2([OH:49])[CH2:46][CH2:47][CH2:48]2)=[CH:31][CH:30]=1, predict the reactants needed to synthesize it. The reactants are: [CH2:1]([O:3][C:4]([C:6]1([CH3:27])[CH2:11][CH2:10][N:9]([C:12]2[CH2:26][C:15]3([CH2:18][N:17](C(OC(C)(C)C)=O)[CH2:16]3)[O:14][N:13]=2)[CH2:8][CH2:7]1)=[O:5])[CH3:2].[F:28][C:29]1[CH:34]=[CH:33][C:32]([C:35]2[CH:40]=[C:39]([O:41][CH3:42])[C:38]([CH:43]=O)=[CH:37][C:36]=2[C:45]2([OH:49])[CH2:48][CH2:47][CH2:46]2)=[CH:31][CH:30]=1.